This data is from Catalyst prediction with 721,799 reactions and 888 catalyst types from USPTO. The task is: Predict which catalyst facilitates the given reaction. (1) Reactant: [CH2:1]([O:3][C:4](=[O:15])[CH:5]([CH2:11][CH:12]([CH3:14])[CH3:13])[C:6]([O:8][CH2:9][CH3:10])=[O:7])[CH3:2].[H-].[Na+].C1C(=O)N([Br:25])C(=O)C1. Product: [CH2:1]([O:3][C:4](=[O:15])[C:5]([Br:25])([CH2:11][CH:12]([CH3:13])[CH3:14])[C:6]([O:8][CH2:9][CH3:10])=[O:7])[CH3:2]. The catalyst class is: 1. (2) Reactant: [CH3:1][C@H:2]1[NH:7][CH2:6][CH2:5][N:4]([C:8]2[CH:13]=[CH:12][C:11]([N+:14]([O-:16])=[O:15])=[CH:10][CH:9]=2)[CH2:3]1.[CH3:17][C@H:18]1[CH2:20][O:19]1. Product: [CH3:1][C@@H:2]1[CH2:3][N:4]([C:8]2[CH:9]=[CH:10][C:11]([N+:14]([O-:16])=[O:15])=[CH:12][CH:13]=2)[CH2:5][CH2:6][N:7]1[CH2:17][C@@H:18]([OH:19])[CH3:20]. The catalyst class is: 5. (3) Reactant: [F:1][C:2]([F:18])([F:17])[C:3]1[CH:8]=[CH:7][C:6]([C:9]2[CH:14]=[CH:13][N:12]=[C:11]([C:15]#[N:16])[CH:10]=2)=[CH:5][CH:4]=1.[H-].[H-].[H-].[H-].[Li+].[Al+3]. Product: [F:17][C:2]([F:1])([F:18])[C:3]1[CH:4]=[CH:5][C:6]([C:9]2[CH:14]=[CH:13][N:12]=[C:11]([CH2:15][NH2:16])[CH:10]=2)=[CH:7][CH:8]=1. The catalyst class is: 27. (4) Reactant: [F:1][C:2]([F:32])([F:31])[C:3]1([CH2:7][N:8]2[CH2:13][CH2:12][CH:11]([CH2:14][O:15][C:16]3[N:21]=[CH:20][C:19]([C:22]4[CH:30]=[CH:29][C:25]([C:26](O)=[O:27])=[CH:24][CH:23]=4)=[CH:18][CH:17]=3)[CH2:10][CH2:9]2)[CH2:6][CH2:5][CH2:4]1.Cl.[OH:34][C@H:35]1[CH2:39][NH:38][C@H:37]([C:40]([O:42][CH3:43])=[O:41])[CH2:36]1.C(Cl)CCl.C1C=CC2N(O)N=NC=2C=1.CCN(C(C)C)C(C)C.[NH4+].[Cl-]. Product: [OH:34][C@H:35]1[CH2:39][N:38]([C:26](=[O:27])[C:25]2[CH:29]=[CH:30][C:22]([C:19]3[CH:20]=[N:21][C:16]([O:15][CH2:14][CH:11]4[CH2:10][CH2:9][N:8]([CH2:7][C:3]5([C:2]([F:31])([F:1])[F:32])[CH2:4][CH2:5][CH2:6]5)[CH2:13][CH2:12]4)=[CH:17][CH:18]=3)=[CH:23][CH:24]=2)[C@H:37]([C:40]([O:42][CH3:43])=[O:41])[CH2:36]1. The catalyst class is: 3.